Task: Predict the reactants needed to synthesize the given product.. Dataset: Full USPTO retrosynthesis dataset with 1.9M reactions from patents (1976-2016) (1) Given the product [CH3:1][O:2][C:3]1[CH:4]=[C:5]([NH:11][CH2:12][CH2:13][C:14]2[CH:19]=[CH:18][C:17]([C:20]([F:21])([F:23])[F:22])=[CH:16][CH:15]=2)[CH:6]=[CH:7][C:8]=1[O:9][CH3:10], predict the reactants needed to synthesize it. The reactants are: [CH3:1][O:2][C:3]1[CH:4]=[C:5]([NH:11][C:12](=O)[CH2:13][C:14]2[CH:19]=[CH:18][C:17]([C:20]([F:23])([F:22])[F:21])=[CH:16][CH:15]=2)[CH:6]=[CH:7][C:8]=1[O:9][CH3:10].B.O1CCCC1. (2) Given the product [NH2:13][C:10]1[CH:9]=[CH:8][C:7]([CH:14]2[N:13]([C:10]3[CH:9]=[CH:8][C:7]([O:6][C:5]4[CH:4]=[CH:3][C:2]([Cl:1])=[CH:21][CH:20]=4)=[CH:12][CH:11]=3)[C:17](=[O:18])[CH2:16][CH2:15]2)=[CH:12][C:22]=1[C:24]([F:27])([F:26])[F:25].[NH2:13][C:10]1[C:22]([C:24]([F:27])([F:26])[F:25])=[CH:12][CH:7]=[CH:8][C:9]=1[CH:17]1[N:13]([C:10]2[CH:11]=[CH:12][C:7]([O:6][C:5]3[CH:4]=[CH:3][C:2]([Cl:1])=[CH:21][CH:20]=3)=[CH:8][CH:9]=2)[C:14](=[O:19])[CH2:15][CH2:16]1, predict the reactants needed to synthesize it. The reactants are: [Cl:1][C:2]1[CH:21]=[CH:20][C:5]([O:6][C:7]2[CH:12]=[CH:11][C:10]([N:13]3[CH:17]([OH:18])[CH2:16][CH2:15][C:14]3=[O:19])=[CH:9][CH:8]=2)=[CH:4][CH:3]=1.[C:22](O)([C:24]([F:27])([F:26])[F:25])=O. (3) Given the product [C:23]([S:25][CH:6]1[CH2:7][N:8]([C:10]2[S:11][CH:12]=[C:13]([C:15]([N:17]3[CH2:18][CH:19]([O:21][CH3:22])[CH2:20]3)=[O:16])[N:14]=2)[CH2:9]1)(=[O:26])[CH3:24], predict the reactants needed to synthesize it. The reactants are: CS(O[CH:6]1[CH2:9][N:8]([C:10]2[S:11][CH:12]=[C:13]([C:15]([N:17]3[CH2:20][CH:19]([O:21][CH3:22])[CH2:18]3)=[O:16])[N:14]=2)[CH2:7]1)(=O)=O.[C:23]([O-:26])(=[S:25])[CH3:24].[K+]. (4) The reactants are: [CH3:1][C:2]1([CH3:13])[C:11]2[C:6](=[CH:7][C:8]([OH:12])=[CH:9][CH:10]=2)OC[CH2:3]1.[C:14](=[O:17])([O-])[O-:15].[K+].[K+].Br[CH2:21]C(OCC)=O. Given the product [CH3:21][O:12][C:8]1[CH:7]=[C:6]2[C:11]([C:2]([CH3:13])([CH3:3])[CH2:1][C:14](=[O:17])[O:15]2)=[CH:10][CH:9]=1, predict the reactants needed to synthesize it. (5) Given the product [CH2:1]([O:8][C:9]([NH:11][C:12]1[C:13]([C:28]([NH:31][C:32]2[CH:33]=[N:34][CH:35]=[CH:36][C:37]=2[N:38]2[CH2:43][C@H:42]([CH3:44])[C@H:41]([NH:45][C:46](=[O:49])[O:47][CH3:48])[C@H:40]([NH:50][C:51](=[O:57])[O:52][C:53]([CH3:56])([CH3:55])[CH3:54])[CH2:39]2)=[O:29])=[N:14][C:15]2[C:20]([CH:21]=1)=[CH:19][CH:18]=[C:17]([N:22]1[CH2:27][CH2:26][O:25][CH2:24][CH2:23]1)[CH:16]=2)=[O:10])[C:2]1[CH:7]=[CH:6][CH:5]=[CH:4][CH:3]=1, predict the reactants needed to synthesize it. The reactants are: [CH2:1]([O:8][C:9]([NH:11][C:12]1[C:13]([C:28](O)=[O:29])=[N:14][C:15]2[C:20]([CH:21]=1)=[CH:19][CH:18]=[C:17]([N:22]1[CH2:27][CH2:26][O:25][CH2:24][CH2:23]1)[CH:16]=2)=[O:10])[C:2]1[CH:7]=[CH:6][CH:5]=[CH:4][CH:3]=1.[NH2:31][C:32]1[CH:33]=[N:34][CH:35]=[CH:36][C:37]=1[N:38]1[CH2:43][C@H:42]([CH3:44])[C@H:41]([NH:45][C:46](=[O:49])[O:47][CH3:48])[C@H:40]([NH:50][C:51](=[O:57])[O:52][C:53]([CH3:56])([CH3:55])[CH3:54])[CH2:39]1.CN(C(ON1N=NC2C=CC=NC1=2)=[N+](C)C)C.F[P-](F)(F)(F)(F)F.CCN(C(C)C)C(C)C. (6) Given the product [CH2:17]([N:1]1[C:5]2=[N:6][CH:7]=[CH:8][CH:9]=[C:4]2[CH:3]=[C:2]1[C:10]([O:12][CH2:13][CH3:14])=[O:11])[C:18]1[CH:23]=[CH:22][CH:21]=[CH:20][CH:19]=1, predict the reactants needed to synthesize it. The reactants are: [NH:1]1[C:5]2=[N:6][CH:7]=[CH:8][CH:9]=[C:4]2[CH:3]=[C:2]1[C:10]([O:12][CH2:13][CH3:14])=[O:11].[H-].[Na+].[CH2:17](Br)[C:18]1[CH:23]=[CH:22][CH:21]=[CH:20][CH:19]=1.O. (7) Given the product [Cl:15][C:6]1[C:7]2[O:8][CH2:9][C:10](=[O:11])[NH:1][C:2]=2[N:3]=[C:4](/[CH:16]=[CH:17]/[C:18]2[CH:23]=[CH:22][CH:21]=[CH:20][CH:19]=2)[N:5]=1, predict the reactants needed to synthesize it. The reactants are: [NH2:1][C:2]1[C:7]([O:8][CH2:9][C:10](OCC)=[O:11])=[C:6]([Cl:15])[N:5]=[C:4](/[CH:16]=[CH:17]/[C:18]2[CH:23]=[CH:22][CH:21]=[CH:20][CH:19]=2)[N:3]=1.C([O-])([O-])=O.[K+].[K+]. (8) Given the product [NH:23]1[C:24]2[C:29](=[CH:28][CH:27]=[CH:26][CH:25]=2)[CH:30]=[CH:22]1.[CH3:24][CH2:25][O:31][CH2:32][CH3:33], predict the reactants needed to synthesize it. The reactants are: [O-]P([O-])([O-])=O.[K+].[K+].[K+].C(C1C=C(NS(C)(=O)=O)C(OC)=C(NC([C:22]2[N:23](C)[C:24]3[C:29]([CH:30]=2)=[CH:28][CH:27]=[CH:26][C:25]=3[O:31][C:32]2C=CN=C(C(=O)NC)[CH:33]=2)=O)C=1)(C)(C)C. (9) Given the product [F:1][C:2]1[CH:3]=[C:4]2[C:8](=[CH:9][CH:10]=1)/[C:7](=[CH:11]\[C:12]1[CH:13]=[C:14]([O:21][CH3:22])[C:15]([O:20][S:35]([CH3:34])(=[O:37])=[O:36])=[C:16]([O:18][CH3:19])[CH:17]=1)/[C:6]([CH3:23])=[C:5]2[CH2:24][C:25]([NH:27][CH2:28][C:29]1[O:30][CH:31]=[CH:32][CH:33]=1)=[O:26], predict the reactants needed to synthesize it. The reactants are: [F:1][C:2]1[CH:3]=[C:4]2[C:8](=[CH:9][CH:10]=1)/[C:7](=[CH:11]\[C:12]1[CH:17]=[C:16]([O:18][CH3:19])[C:15]([OH:20])=[C:14]([O:21][CH3:22])[CH:13]=1)/[C:6]([CH3:23])=[C:5]2[CH2:24][C:25]([NH:27][CH2:28][C:29]1[O:30][CH:31]=[CH:32][CH:33]=1)=[O:26].[CH3:34][S:35](O[S:35]([CH3:34])(=[O:37])=[O:36])(=[O:37])=[O:36]. (10) Given the product [Cl:1][C:2]1[C:3]([CH:4]([OH:5])[C:25](=[CH2:26])[C:24]([O:28][CH2:16][CH3:17])=[O:27])=[CH:6][C:7]([C:10]2[CH:11]=[CH:12][CH:13]=[CH:14][CH:15]=2)=[CH:8][N:9]=1, predict the reactants needed to synthesize it. The reactants are: [Cl:1][C:2]1[N:9]=[CH:8][C:7]([C:10]2[CH:15]=[CH:14][CH:13]=[CH:12][CH:11]=2)=[CH:6][C:3]=1[CH:4]=[O:5].[CH2:16]1N2CCN(CC2)[CH2:17]1.[C:24]([O-:28])(=[O:27])[CH:25]=[CH2:26].